This data is from Forward reaction prediction with 1.9M reactions from USPTO patents (1976-2016). The task is: Predict the product of the given reaction. (1) Given the reactants Br[C:2]1[CH:24]=[CH:23][C:5]([O:6][CH2:7][C:8]2[C:13]([CH2:14][CH3:15])=[CH:12][CH:11]=[CH:10][C:9]=2[N:16]2[C:20](=[O:21])[N:19]([CH3:22])[N:18]=[N:17]2)=[C:4]([CH3:25])[CH:3]=1.[B:26]1([B:26]2[O:30][C:29]([CH3:32])([CH3:31])[C:28]([CH3:34])([CH3:33])[O:27]2)[O:30][C:29]([CH3:32])([CH3:31])[C:28]([CH3:34])([CH3:33])[O:27]1.C([O-])(=O)C.[K+].CS(C)=O, predict the reaction product. The product is: [CH3:33][C:28]1([CH3:34])[C:29]([CH3:32])([CH3:31])[O:30][B:26]([C:2]2[CH:24]=[CH:23][C:5]([O:6][CH2:7][C:8]3[C:13]([CH2:14][CH3:15])=[CH:12][CH:11]=[CH:10][C:9]=3[N:16]3[C:20](=[O:21])[N:19]([CH3:22])[N:18]=[N:17]3)=[C:4]([CH3:25])[CH:3]=2)[O:27]1. (2) Given the reactants C(OC(=O)[NH:7][CH:8]([CH:13]([OH:26])[C:14]1([C:20]2[CH:25]=[CH:24][CH:23]=[CH:22][CH:21]=2)[S:19][CH2:18][CH2:17][CH2:16][S:15]1)[CH2:9][CH2:10][CH2:11][CH3:12])(C)(C)C.Cl, predict the reaction product. The product is: [NH2:7][CH:8]([CH2:9][CH2:10][CH2:11][CH3:12])[C@@H:13]([C:14]1([C:20]2[CH:25]=[CH:24][CH:23]=[CH:22][CH:21]=2)[S:15][CH2:16][CH2:17][CH2:18][S:19]1)[OH:26]. (3) The product is: [CH2:1]([O:3][C:4](=[O:38])[C@@H:5]([NH:15][C:16]([C:18]1[CH:37]=[CH:36][C:21]2[N:22]([CH:30]3[CH2:35][CH2:34][CH2:33][CH2:32][CH2:31]3)[C:23]([C:25]3[CH:29]=[CH:28][O:27][CH:26]=3)=[N:24][C:20]=2[CH:19]=1)=[O:17])[CH2:6][C:7]1[CH:12]=[CH:11][C:10]([C:13]2[NH:54][N:53]=[N:52][N:14]=2)=[CH:9][CH:8]=1)[CH3:2]. Given the reactants [CH2:1]([O:3][C:4](=[O:38])[C@@H:5]([NH:15][C:16]([C:18]1[CH:37]=[CH:36][C:21]2[N:22]([CH:30]3[CH2:35][CH2:34][CH2:33][CH2:32][CH2:31]3)[C:23]([C:25]3[CH:29]=[CH:28][O:27][CH:26]=3)=[N:24][C:20]=2[CH:19]=1)=[O:17])[CH2:6][C:7]1[CH:12]=[CH:11][C:10]([C:13]#[N:14])=[CH:9][CH:8]=1)[CH3:2].C([Sn]([N:52]=[N+:53]=[N-:54])(CCCC)CCCC)CCC.C(O)(C(F)(F)F)=O, predict the reaction product. (4) Given the reactants [F:1][C:2]1[CH:7]=[CH:6][C:5]([CH2:8][C:9]2[CH:18]=[C:17]3[C:12]([C:13]([OH:25])=[C:14]([C:20]([O:22][CH2:23][CH3:24])=[O:21])[C:15](=[O:19])[NH:16]3)=[N:11][CH:10]=2)=[CH:4][CH:3]=1.I[CH2:27][CH3:28], predict the reaction product. The product is: [CH2:27]([N:16]1[C:17]2[C:12](=[N:11][CH:10]=[C:9]([CH2:8][C:5]3[CH:6]=[CH:7][C:2]([F:1])=[CH:3][CH:4]=3)[CH:18]=2)[C:13]([OH:25])=[C:14]([C:20]([O:22][CH2:23][CH3:24])=[O:21])[C:15]1=[O:19])[CH3:28]. (5) Given the reactants [F:1][C:2]1[C:7]2[CH2:8][CH2:9][O:10][C:6]=2[C:5]([O:11][CH3:12])=[CH:4][CH:3]=1.CN(CCN(CCN(C)C)C)C.C([Li])CCC.[CH:30](N1CCOCC1)=[O:31].Cl, predict the reaction product. The product is: [F:1][C:2]1[C:7]2[CH2:8][CH2:9][O:10][C:6]=2[C:5]([O:11][CH3:12])=[CH:4][C:3]=1[CH:30]=[O:31]. (6) Given the reactants C([O:5][C:6](=[O:36])[CH2:7][N:8]1[CH:12]=[C:11]([NH:13][C:14]([C:16]2[CH:17]=[N:18][N:19]3[CH:24]=[CH:23][CH:22]=[N:21][C:20]=23)=[O:15])[C:10]([C:25]2[CH:30]=[C:29]([Cl:31])[CH:28]=[CH:27][C:26]=2[O:32][CH:33]([F:35])[F:34])=[N:9]1)(C)(C)C.C(O)(C(F)(F)F)=O, predict the reaction product. The product is: [Cl:31][C:29]1[CH:28]=[CH:27][C:26]([O:32][CH:33]([F:35])[F:34])=[C:25]([C:10]2[C:11]([NH:13][C:14]([C:16]3[CH:17]=[N:18][N:19]4[CH:24]=[CH:23][CH:22]=[N:21][C:20]=34)=[O:15])=[CH:12][N:8]([CH2:7][C:6]([OH:36])=[O:5])[N:9]=2)[CH:30]=1.